From a dataset of Forward reaction prediction with 1.9M reactions from USPTO patents (1976-2016). Predict the product of the given reaction. (1) The product is: [CH3:13][CH:14]([O:16][C:17]1[CH:22]=[CH:21][C:20]([N:23]2[C:28](=[O:29])[C:27]([CH2:30][C:31]3[CH:36]=[CH:35][C:34]([C:37]4[CH:42]=[CH:41][CH:40]=[CH:39][C:38]=4[C:43]4[NH:3][C:4](=[O:7])[O:5][N:44]=4)=[CH:33][CH:32]=3)=[C:26]([CH2:45][CH2:46][CH3:47])[N:25]3[N:48]=[CH:49][N:50]=[C:24]23)=[CH:19][CH:18]=1)[CH3:15]. Given the reactants [Cl-].O[NH3+:3].[C:4](=[O:7])([O-])[OH:5].[Na+].CS(C)=O.[CH3:13][CH:14]([O:16][C:17]1[CH:22]=[CH:21][C:20]([N:23]2[C:28](=[O:29])[C:27]([CH2:30][C:31]3[CH:36]=[CH:35][C:34]([C:37]4[C:38]([C:43]#[N:44])=[CH:39][CH:40]=[CH:41][CH:42]=4)=[CH:33][CH:32]=3)=[C:26]([CH2:45][CH2:46][CH3:47])[N:25]3[N:48]=[CH:49][N:50]=[C:24]23)=[CH:19][CH:18]=1)[CH3:15], predict the reaction product. (2) Given the reactants [CH3:1][S:2](Cl)(=[O:4])=[O:3].[NH2:6][C@@H:7]1[CH2:12][CH2:11][N:10]([C:13]2[C:14]([Cl:37])=[C:15]([NH:21][C:22]3[N:27]=[C:26]([NH:28][CH:29]4[CH2:31][CH2:30]4)[C:25]4=[N:32][CH:33]=[C:34]([C:35]#[N:36])[N:24]4[N:23]=3)[CH:16]=[C:17]([C:19]#[N:20])[CH:18]=2)[CH2:9][C@H:8]1[O:38][Si:39]([CH:46]([CH3:48])[CH3:47])([CH:43]([CH3:45])[CH3:44])[CH:40]([CH3:42])[CH3:41].C(N(CC)CC)C, predict the reaction product. The product is: [Cl:37][C:14]1[C:15]([NH:21][C:22]2[N:27]=[C:26]([NH:28][CH:29]3[CH2:30][CH2:31]3)[C:25]3=[N:32][CH:33]=[C:34]([C:35]#[N:36])[N:24]3[N:23]=2)=[CH:16][C:17]([C:19]#[N:20])=[CH:18][C:13]=1[N:10]1[CH2:11][CH2:12][C@@H:7]([NH:6][S:2]([CH3:1])(=[O:4])=[O:3])[C@H:8]([O:38][Si:39]([CH:43]([CH3:45])[CH3:44])([CH:46]([CH3:48])[CH3:47])[CH:40]([CH3:41])[CH3:42])[CH2:9]1.